From a dataset of M1 muscarinic receptor antagonist screen with 61,756 compounds. Binary Classification. Given a drug SMILES string, predict its activity (active/inactive) in a high-throughput screening assay against a specified biological target. (1) The molecule is S(=O)(=O)(c1cc2sc(nc2cc1)NC(=O)COCC)C. The result is 0 (inactive). (2) The compound is S(=O)(=O)(Nc1nc(ccn1)C)c1ccc(NC(=O)C2C(CCCC2)C(O)=O)cc1. The result is 0 (inactive). (3) The compound is Brc1ccc(C(=O)CCN2CCN(CC2)c2c(F)cccc2)cc1. The result is 0 (inactive).